This data is from Reaction yield outcomes from USPTO patents with 853,638 reactions. The task is: Predict the reaction yield, written as a fraction of the theoretical maximum amount of product (1.0 means a 100% yield; for example, 0.34 means a 34% yield). The reactants are C([O:3][C:4](=[O:32])[CH2:5][CH:6]([N:10]1[C:18]2[C:13](=[CH:14][C:15]([CH2:19][CH2:20][CH2:21][C:22]3[CH:31]=[CH:30][C:29]4[CH2:28][CH2:27][CH2:26][NH:25][C:24]=4[N:23]=3)=[CH:16][CH:17]=2)[CH:12]=[CH:11]1)[CH2:7][CH2:8][CH3:9])C.[OH-].[Na+].Cl. The catalyst is C1COCC1.O. The product is [N:23]1[C:24]2[NH:25][CH2:26][CH2:27][CH2:28][C:29]=2[CH:30]=[CH:31][C:22]=1[CH2:21][CH2:20][CH2:19][C:15]1[CH:14]=[C:13]2[C:18](=[CH:17][CH:16]=1)[N:10]([CH:6]([CH2:7][CH2:8][CH3:9])[CH2:5][C:4]([OH:32])=[O:3])[CH:11]=[CH:12]2. The yield is 0.650.